Dataset: HIV replication inhibition screening data with 41,000+ compounds from the AIDS Antiviral Screen. Task: Binary Classification. Given a drug SMILES string, predict its activity (active/inactive) in a high-throughput screening assay against a specified biological target. (1) The result is 0 (inactive). The compound is CCOc1csc(C2CCC3C4CC=C5CC(OC(=O)CCC(=O)O)CCC5(C)C4CCC23C)n1. (2) The molecule is CCOc1ccccc1N=NC1C(=O)N(C(=O)CC(=O)Nc2ccccc2OC)N=C1C. The result is 0 (inactive). (3) The molecule is COC(=O)c1ccc(C=C2N=C(C)OC2=O)cc1. The result is 0 (inactive). (4) The drug is CCNC(=O)OCCCCC=C(c1cc(Cl)c(OC)c(C(=O)OC)c1)c1cc(Cl)c(OC)c(C(=O)OC)c1. The result is 0 (inactive). (5) The compound is CC(=Cc1ccccc1)C=C1NC(=S)N(CN2CCCCCC2)C1=O. The result is 0 (inactive). (6) The drug is CON=Cc1c2c(O)c3c(O)c(C)c4c(c3c1O)C(=O)C(C)(OC=CC(OC)C(C)C(OC(C)=O)C(C)C(O)C(C)C(O)C(C)C=CC=C(C)C(=O)N2)O4. The result is 0 (inactive). (7) The molecule is Cc1ccc2cc1NC(=O)N1CCN(CC1)C(=O)Nc1cc(ccc1C)NC(=O)N1CCN(CC1)C(=O)N2. The result is 0 (inactive). (8) The compound is O=C(NCCc1c(-c2ccccc2)[nH]c2ccccc12)C(F)(F)F. The result is 0 (inactive).